From a dataset of Forward reaction prediction with 1.9M reactions from USPTO patents (1976-2016). Predict the product of the given reaction. (1) The product is: [F:1][C:2]1[CH:23]=[CH:22][C:5]2[CH2:6][CH2:7][CH2:8][C:9]3[S:13][C:12]([NH:14][C:15](=[O:21])[CH2:16][CH2:17][CH2:18][CH2:19][NH:20][S:32]([CH3:31])(=[O:34])=[O:33])=[N:11][C:10]=3[C:4]=2[CH:3]=1. Given the reactants [F:1][C:2]1[CH:23]=[CH:22][C:5]2[CH2:6][CH2:7][CH2:8][C:9]3[S:13][C:12]([NH:14][C:15](=[O:21])[CH2:16][CH2:17][CH2:18][CH2:19][NH2:20])=[N:11][C:10]=3[C:4]=2[CH:3]=1.C(N(CC)CC)C.[CH3:31][S:32](Cl)(=[O:34])=[O:33], predict the reaction product. (2) Given the reactants [Cl:1][C:2]1[CH:7]=[CH:6][CH:5]=[CH:4][C:3]=1[CH2:8][C:9]([OH:11])=O.S(Cl)([Cl:14])=O, predict the reaction product. The product is: [Cl:1][C:2]1[CH:7]=[CH:6][CH:5]=[CH:4][C:3]=1[CH2:8][C:9]([Cl:14])=[O:11]. (3) Given the reactants [S:1]1[CH:5]=[CH:4][N:3]=[C:2]1[C:6]1[NH:7][C:8]2[C:13]([CH:14]=1)=[CH:12][CH:11]=[CH:10][C:9]=2[CH2:15][OH:16].CC(OI1(OC(C)=O)(OC(C)=O)OC(=O)C2C=CC=CC1=2)=O.C(=O)([O-])O.[Na+].S([O-])([O-])(=O)=S.[Na+].[Na+], predict the reaction product. The product is: [S:1]1[CH:5]=[CH:4][N:3]=[C:2]1[C:6]1[NH:7][C:8]2[C:13]([CH:14]=1)=[CH:12][CH:11]=[CH:10][C:9]=2[CH:15]=[O:16]. (4) Given the reactants C(N(CC)CC)C.[Cl:8][C:9]1[CH:17]=[CH:16][C:12]([C:13]([OH:15])=O)=[CH:11][C:10]=1[NH:18][C:19]([C:21]1[C:32](=[O:33])[NH:31][C:24]2[N:25]=[C:26]([O:29][CH3:30])[N:27]=[CH:28][C:23]=2[CH:22]=1)=[O:20].CN(C(ON1N=NC2C=CC=NC1=2)=[N+](C)C)C.F[P-](F)(F)(F)(F)F.[NH2:58][CH2:59][CH2:60][C@@H:61]([NH:68][C:69](=[O:75])[O:70][C:71]([CH3:74])([CH3:73])[CH3:72])[C:62]1[CH:67]=[CH:66][CH:65]=[CH:64][CH:63]=1, predict the reaction product. The product is: [Cl:8][C:9]1[CH:17]=[CH:16][C:12]([C:13]([NH:58][CH2:59][CH2:60][C@@H:61]([NH:68][C:69](=[O:75])[O:70][C:71]([CH3:73])([CH3:72])[CH3:74])[C:62]2[CH:67]=[CH:66][CH:65]=[CH:64][CH:63]=2)=[O:15])=[CH:11][C:10]=1[NH:18][C:19]([C:21]1[C:32](=[O:33])[NH:31][C:24]2[N:25]=[C:26]([O:29][CH3:30])[N:27]=[CH:28][C:23]=2[CH:22]=1)=[O:20]. (5) The product is: [Cl:2][C:3]1[C:8]([O:9][C:10]2[C:15]([C:16]([F:18])([F:19])[F:17])=[CH:14][CH:13]=[CH:12][N:11]=2)=[CH:7][C:6]([N:20]=[C:21]2[S:25][C:24](=[O:26])[NH:23][NH:22]2)=[C:5]([F:29])[CH:4]=1. Given the reactants Cl.[Cl:2][C:3]1[C:8]([O:9][C:10]2[C:15]([C:16]([F:19])([F:18])[F:17])=[CH:14][CH:13]=[CH:12][N:11]=2)=[CH:7][C:6]([N:20]=[C:21]2[S:25][C:24](=[O:26])[N:23](C=O)[NH:22]2)=[C:5]([F:29])[CH:4]=1, predict the reaction product.